From a dataset of Catalyst prediction with 721,799 reactions and 888 catalyst types from USPTO. Predict which catalyst facilitates the given reaction. (1) Reactant: [Cl:1][C:2]1[CH:7]=[C:6]([CH2:8][N:9]2[C:14]([O:15][C:16]3[CH:21]=[C:20]([CH3:22])[CH:19]=[C:18]([CH:23]4OCC[O:24]4)[CH:17]=3)=[C:13]([CH:28]([CH3:30])[CH3:29])[C:12](=[O:31])[NH:11][C:10]2=[O:32])[CH:5]=[C:4]([NH:33][CH2:34][C:35]2[CH:40]=[CH:39][C:38]([O:41][CH3:42])=[CH:37][CH:36]=2)[N:3]=1.CC1C=CC(S([O-])(=O)=O)=CC=1.C1C=C[NH+]=CC=1. Product: [Cl:1][C:2]1[CH:7]=[C:6]([CH2:8][N:9]2[C:14]([O:15][C:16]3[CH:17]=[C:18]([CH:19]=[C:20]([CH3:22])[CH:21]=3)[CH:23]=[O:24])=[C:13]([CH:28]([CH3:29])[CH3:30])[C:12](=[O:31])[NH:11][C:10]2=[O:32])[CH:5]=[C:4]([NH:33][CH2:34][C:35]2[CH:36]=[CH:37][C:38]([O:41][CH3:42])=[CH:39][CH:40]=2)[N:3]=1. The catalyst class is: 283. (2) Reactant: [F:1][C:2]1[CH:3]=[C:4]([C:8]2[CH:23]=[CH:22][C:11]([C:12]([NH:14][C@H:15]3[CH2:20][CH2:19][C@H:18]([OH:21])[CH2:17][CH2:16]3)=[O:13])=[CH:10][N:9]=2)[CH:5]=[CH:6][CH:7]=1.[H-].[Na+].Cl[C:27]1[N:31]([CH3:32])[N:30]=[N:29][N:28]=1. Product: [F:1][C:2]1[CH:3]=[C:4]([C:8]2[CH:23]=[CH:22][C:11]([C:12]([NH:14][C@H:15]3[CH2:16][CH2:17][C@H:18]([O:21][C:27]4[N:31]([CH3:32])[N:30]=[N:29][N:28]=4)[CH2:19][CH2:20]3)=[O:13])=[CH:10][N:9]=2)[CH:5]=[CH:6][CH:7]=1. The catalyst class is: 1. (3) Reactant: [CH3:1][O:2][C:3]1[CH:8]=[CH:7][C:6]([C:9]([C:12]2[CH:17]=[CH:16][C:15]([O:18][CH3:19])=[CH:14][CH:13]=2)=[CH:10][CH3:11])=[CH:5][CH:4]=1.[Br:20]Br. Product: [CH3:19][O:18][C:15]1[CH:14]=[CH:13][C:12]([C:9]([C:6]2[CH:5]=[CH:4][C:3]([O:2][CH3:1])=[CH:8][CH:7]=2)=[C:10]([Br:20])[CH3:11])=[CH:17][CH:16]=1. The catalyst class is: 26. (4) Reactant: F[C:2](F)(F)[C:3]([OH:5])=[O:4].C(OC([N:15]1[CH2:21][CH2:20][CH2:19][N:18]([C:22]2[C:27]([CH2:28][NH:29][C:30]3[N:34]([C:35]4[CH:40]=[CH:39][C:38]([F:41])=[C:37]([Cl:42])[C:36]=4[Cl:43])[N:33]=[N:32][N:31]=3)=[CH:26][CH:25]=[CH:24][N:23]=2)[CH2:17][CH2:16]1)=O)(C)(C)C. Product: [C:3]([OH:5])(=[O:4])[CH3:2].[C:3]([OH:5])(=[O:4])[CH3:2].[N:18]1([C:22]2[C:27]([CH2:28][NH:29][C:30]3[N:34]([C:35]4[CH:40]=[CH:39][C:38]([F:41])=[C:37]([Cl:42])[C:36]=4[Cl:43])[N:33]=[N:32][N:31]=3)=[CH:26][CH:25]=[CH:24][N:23]=2)[CH2:19][CH2:20][CH2:21][NH:15][CH2:16][CH2:17]1. The catalyst class is: 4. (5) Reactant: [F:1][CH:2]1[CH:7]([C:8]2[C:16]3[C:11](=[CH:12][CH:13]=[C:14]([NH2:17])[CH:15]=3)[NH:10][CH:9]=2)[CH2:6][CH2:5][N:4]([CH3:18])[CH2:3]1.I.CS[C:22]([C:24]1[S:25][CH:26]=[CH:27][CH:28]=1)=[NH:23]. Product: [F:1][CH:2]1[CH:7]([C:8]2[C:16]3[C:11](=[CH:12][CH:13]=[C:14]([NH:17][C:22]([C:24]4[S:25][CH:26]=[CH:27][CH:28]=4)=[NH:23])[CH:15]=3)[NH:10][CH:9]=2)[CH2:6][CH2:5][N:4]([CH3:18])[CH2:3]1. The catalyst class is: 8. (6) Reactant: [Cl:1][C:2]1[N:7]=[C:6](Cl)[CH:5]=[C:4]([CH3:9])[N:3]=1.[NH2:10][C:11]1[NH:15][N:14]=[C:13]([C:16]([CH3:19])([CH3:18])[CH3:17])[CH:12]=1.C(=O)([O-])[O-].[Na+].[Na+]. Product: [Cl:1][C:2]1[N:7]=[C:6]([NH:10][C:11]2[CH:12]=[C:13]([C:16]([CH3:19])([CH3:18])[CH3:17])[NH:14][N:15]=2)[CH:5]=[C:4]([CH3:9])[N:3]=1. The catalyst class is: 8.